This data is from Reaction yield outcomes from USPTO patents with 853,638 reactions. The task is: Predict the reaction yield, written as a fraction of the theoretical maximum amount of product (1.0 means a 100% yield; for example, 0.34 means a 34% yield). (1) The yield is 0.880. The product is [CH3:13][N:12]([CH3:14])[C:9]1[CH:10]=[C:11]2[C:6](=[CH:7][CH:8]=1)[N:5]=[CH:4][CH:3]=[C:2]2[NH:15][CH2:16][CH2:17][OH:18]. The catalyst is O. The reactants are Cl[C:2]1[C:11]2[C:6](=[CH:7][CH:8]=[C:9]([N:12]([CH3:14])[CH3:13])[CH:10]=2)[N:5]=[CH:4][CH:3]=1.[NH2:15][CH2:16][CH2:17][OH:18].[OH-].[Na+]. (2) The reactants are [CH2:1]([O:8][C:9]1[C:10]([C:18]([O:20][C:21]([CH3:24])([CH3:23])[CH3:22])=[O:19])=[N:11][C:12]([CH2:16][Cl:17])=[N:13][C:14]=1[OH:15])[C:2]1[CH:7]=[CH:6][CH:5]=[CH:4][CH:3]=1.[CH3:25][O:26][CH2:27]Cl.C(N(C(C)C)CC)(C)C. The catalyst is O1CCCC1. The product is [CH2:1]([O:8][C:9]1[C:10]([C:18]([O:20][C:21]([CH3:24])([CH3:23])[CH3:22])=[O:19])=[N:11][C:12]([CH2:16][Cl:17])=[N:13][C:14]=1[O:15][CH2:25][O:26][CH3:27])[C:2]1[CH:7]=[CH:6][CH:5]=[CH:4][CH:3]=1. The yield is 0.520. (3) The reactants are [CH3:1][O:2][C:3](=[O:13])[NH:4][C:5]1[CH:10]=[C:9](I)[CH:8]=[C:7]([Br:12])[CH:6]=1.[N:14]1[CH:19]=[CH:18][CH:17]=[C:16](B(O)O)[CH:15]=1.C(=O)([O-])[O-].[K+].[K+]. The catalyst is O1CCOCC1.C1C=CC(P(C2C=CC=CC=2)[C-]2C=CC=C2)=CC=1.C1C=CC(P(C2C=CC=CC=2)[C-]2C=CC=C2)=CC=1.Cl[Pd]Cl.[Fe+2]. The product is [CH3:1][O:2][C:3](=[O:13])[NH:4][C:5]1[CH:10]=[C:9]([C:16]2[CH:15]=[N:14][CH:19]=[CH:18][CH:17]=2)[CH:8]=[C:7]([Br:12])[CH:6]=1. The yield is 0.380. (4) The reactants are Cl[C:2]1[CH:11]=[N:10][C:9]2[C:4](=[CH:5][CH:6]=[CH:7][CH:8]=2)[N:3]=1.[CH2:12]([NH2:19])[C:13]1[CH:18]=[CH:17][CH:16]=[CH:15][CH:14]=1. No catalyst specified. The product is [CH2:12]([NH:19][C:2]1[CH:11]=[N:10][C:9]2[C:4](=[CH:5][CH:6]=[CH:7][CH:8]=2)[N:3]=1)[C:13]1[CH:18]=[CH:17][CH:16]=[CH:15][CH:14]=1. The yield is 0.870. (5) The reactants are [CH3:1][CH2:2][C:3](=[O:9])[CH2:4][C:5](=[O:8])[CH2:6][CH3:7].[C:10](=O)([O-])[O-].[K+].[K+].CI.C(OCC)C. The catalyst is CC(C)=O. The product is [CH3:10][CH:4]([C:3](=[O:9])[CH2:2][CH3:1])[C:5](=[O:8])[CH2:6][CH3:7]. The yield is 0.950. (6) The reactants are [CH3:1][N:2]([CH3:21])[C:3]([C:5]1[C:15]([CH2:16]N(C)C)=[C:14]([OH:20])[C:8]2[N:9]=[C:10]([CH3:13])[N:11]([CH3:12])[C:7]=2[CH:6]=1)=[O:4].[F:22][C:23]1[CH:28]=[CH:27][C:26]([C:29](N2CCCC2)=[CH2:30])=[C:25]([CH3:36])[CH:24]=1.C[O:38]CCOC. No catalyst specified. The product is [CH3:21][N:2]([CH3:1])[C:3]([C:5]1[C:15]([CH2:16][CH2:30][C:29]([C:26]2[CH:27]=[CH:28][C:23]([F:22])=[CH:24][C:25]=2[CH3:36])=[O:38])=[C:14]([OH:20])[C:8]2[N:9]=[C:10]([CH3:13])[N:11]([CH3:12])[C:7]=2[CH:6]=1)=[O:4]. The yield is 0.440. (7) The reactants are Br[C:2]1[CH:3]=[C:4]([NH:10][C:11]2[CH:16]=[CH:15][C:14]([N:17]3[CH2:22][C@@H:21]([CH3:23])[N:20]([CH:24]4[CH2:27][O:26][CH2:25]4)[CH2:19][C@@H:18]3[CH3:28])=[CH:13][N:12]=2)[C:5](=[O:9])[N:6]([CH3:8])[CH:7]=1.[C:29]([O:32][CH2:33][C:34]1[C:39](B2OC(C)(C)C(C)(C)O2)=[CH:38][C:37]([F:49])=[CH:36][C:35]=1[N:50]1[CH2:62][CH2:61][N:53]2[C:54]3[CH2:55][CH2:56][CH2:57][CH2:58][C:59]=3[CH:60]=[C:52]2[C:51]1=[O:63])(=[O:31])[CH3:30]. No catalyst specified. The product is [C:29]([O:32][CH2:33][C:34]1[C:35]([N:50]2[CH2:62][CH2:61][N:53]3[C:54]4[CH2:55][CH2:56][CH2:57][CH2:58][C:59]=4[CH:60]=[C:52]3[C:51]2=[O:63])=[CH:36][C:37]([F:49])=[CH:38][C:39]=1[C:2]1[CH:3]=[C:4]([NH:10][C:11]2[CH:16]=[CH:15][C:14]([N:17]3[CH2:22][C@@H:21]([CH3:23])[N:20]([CH:24]4[CH2:25][O:26][CH2:27]4)[CH2:19][C@@H:18]3[CH3:28])=[CH:13][N:12]=2)[C:5](=[O:9])[N:6]([CH3:8])[CH:7]=1)(=[O:31])[CH3:30]. The yield is 0.850. (8) The reactants are [CH3:1][S:2]([C:5]1[CH:10]=[CH:9][C:8]([CH:11]([C:16]2[NH:27][C:19]3=[N:20][CH:21]=[C:22]([C:24]([OH:26])=O)[CH:23]=[C:18]3[CH:17]=2)[CH2:12][CH:13]([CH3:15])[CH3:14])=[CH:7][CH:6]=1)(=[O:4])=[O:3].[CH:28]([NH2:31])([CH3:30])[CH3:29].CN1CCOCC1.O.ON1C2C=CC=CC=2N=N1.Cl.CN(C)CCCN=C=NCC. The catalyst is ClCCl.CN(C)C=O.C(OCC)(=O)C. The product is [CH:28]([NH:31][C:24]([C:22]1[CH:23]=[C:18]2[CH:17]=[C:16]([CH:11]([C:8]3[CH:7]=[CH:6][C:5]([S:2]([CH3:1])(=[O:3])=[O:4])=[CH:10][CH:9]=3)[CH2:12][CH:13]([CH3:14])[CH3:15])[NH:27][C:19]2=[N:20][CH:21]=1)=[O:26])([CH3:30])[CH3:29]. The yield is 0.200.